This data is from Forward reaction prediction with 1.9M reactions from USPTO patents (1976-2016). The task is: Predict the product of the given reaction. (1) Given the reactants C[O:2][C@:3]1([C@@H:21]2[CH2:25][S:24][C:23](=[O:26])[N:22]2CC2C=CC(OC)=CC=2)[CH2:18][C@H:17]2[CH2:19][C@@H:5]([CH2:6][CH2:7][CH2:8][CH:9]=[CH:10][CH2:11][CH2:12][CH2:13][CH2:14][C:15](=[O:20])[O:16]2)[O:4]1.CO[C@]1([C@@H]2CSC(=O)N2CC2C=CC(OC)=CC=2)C[C@H]2C[C@@H](CCCC=CCCC(C)=CC(=O)O2)O1, predict the reaction product. The product is: [OH:2][C@:3]1([C@@H:21]2[CH2:25][S:24][C:23](=[O:26])[NH:22]2)[CH2:18][C@H:17]2[CH2:19][C@@H:5]([CH2:6][CH2:7][CH2:8][CH:9]=[CH:10][CH2:11][CH2:12][CH2:13][CH2:14][C:15](=[O:20])[O:16]2)[O:4]1. (2) Given the reactants [Cl:1][C:2]1[CH:7]=[C:6]([CH3:8])[CH:5]=[CH:4][C:3]=1[OH:9].[Br:10][CH2:11][CH2:12]Br.C(=O)([O-])[O-].[Cs+].[Cs+], predict the reaction product. The product is: [Br:10][CH2:11][CH2:12][O:9][C:3]1[CH:4]=[CH:5][C:6]([CH3:8])=[CH:7][C:2]=1[Cl:1]. (3) Given the reactants [C:1]([O:5][C:6]([N:8]1[CH2:13][CH2:12][CH:11]([CH2:14][CH2:15][O:16][C:17]([O:19]C2C=CC=CC=2)=O)[CH2:10][CH2:9]1)=[O:7])([CH3:4])([CH3:3])[CH3:2].[CH3:26][C@H:27]1[O:32][C@@H:31]([CH3:33])[CH2:30][NH:29][CH2:28]1, predict the reaction product. The product is: [C:1]([O:5][C:6]([N:8]1[CH2:9][CH2:10][CH:11]([CH2:14][CH2:15][O:16][C:17]([N:29]2[CH2:28][C@H:27]([CH3:26])[O:32][C@H:31]([CH3:33])[CH2:30]2)=[O:19])[CH2:12][CH2:13]1)=[O:7])([CH3:2])([CH3:3])[CH3:4]. (4) Given the reactants [CH3:1][N:2]([CH3:8])[CH2:3][C:4]([CH3:7])([OH:6])[CH3:5].[Br:9][C:10]1[N:11]=[N:12][C:13](Br)=[CH:14][CH:15]=1.[H-].[Na+], predict the reaction product. The product is: [Br:9][C:10]1[N:11]=[N:12][C:13]([O:6][C:4]([CH3:7])([CH3:5])[CH2:3][N:2]([CH3:8])[CH3:1])=[CH:14][CH:15]=1. (5) The product is: [CH2:9]([C:6]1[CH:7]=[CH:8][C:3]([CH:19]2[CH2:20][CH2:21][C:16]3([O:15][CH2:14][CH2:13][O:12]3)[CH2:17][CH2:18]2)=[CH:4][CH:5]=1)[CH2:10][CH3:11]. Given the reactants [Mg].Br[C:3]1[CH:8]=[CH:7][C:6]([CH2:9][CH2:10][CH3:11])=[CH:5][CH:4]=1.[O:12]1[C:16]2([CH2:21][CH2:20][C:19](=O)[CH2:18][CH2:17]2)[O:15][CH2:14][CH2:13]1.[Cl-].[NH4+], predict the reaction product. (6) Given the reactants [CH2:1]([CH:5]([CH2:11][C:12]1[CH:17]=[CH:16][C:15]([O:18][CH2:19][CH2:20][NH:21][C:22]([C:24]2[CH:29]=[CH:28][C:27]([C:30]3[CH:35]=[CH:34][CH:33]=[C:32]([CH2:36][O:37][CH2:38][O:39][CH3:40])[CH:31]=3)=[CH:26][CH:25]=2)=[O:23])=[CH:14][CH:13]=1)[C:6]([O:8]CC)=[O:7])[CH2:2][CH2:3][CH3:4].[OH-].[Na+:42], predict the reaction product. The product is: [CH2:1]([CH:5]([CH2:11][C:12]1[CH:13]=[CH:14][C:15]([O:18][CH2:19][CH2:20][NH:21][C:22]([C:24]2[CH:25]=[CH:26][C:27]([C:30]3[CH:35]=[CH:34][CH:33]=[C:32]([CH2:36][O:37][CH2:38][O:39][CH3:40])[CH:31]=3)=[CH:28][CH:29]=2)=[O:23])=[CH:16][CH:17]=1)[C:6]([O-:8])=[O:7])[CH2:2][CH2:3][CH3:4].[Na+:42]. (7) Given the reactants [CH3:1][O:2][CH:3]([O:8][CH3:9])[CH2:4][N+:5]([O-:7])=O.[O:10]1[CH2:14][CH:13]=[CH:12][CH2:11]1, predict the reaction product. The product is: [CH3:9][O:8][CH:3]([O:2][CH3:1])[C:4]1[C@H:12]2[CH2:11][O:10][CH2:14][C@H:13]2[O:7][N:5]=1.